This data is from Full USPTO retrosynthesis dataset with 1.9M reactions from patents (1976-2016). The task is: Predict the reactants needed to synthesize the given product. (1) The reactants are: CS(O[C@H:6]1[C@H:10]([O:11][C:12]2[CH:13]=[N:14][C:15]([Br:18])=[CH:16][CH:17]=2)[CH2:9][O:8][CH2:7]1)(=O)=O.[CH3:19][CH:20]([S:22]([NH2:25])(=[O:24])=[O:23])[CH3:21].C(=O)([O-])[O-].[Cs+].[Cs+].C(=O)(O)[O-].[Na+]. Given the product [Br:18][C:15]1[N:14]=[CH:13][C:12]([O:11][C@H:10]2[CH2:9][O:8][CH2:7][C@H:6]2[NH:25][S:22]([CH:20]([CH3:21])[CH3:19])(=[O:24])=[O:23])=[CH:17][CH:16]=1, predict the reactants needed to synthesize it. (2) Given the product [Br:28][C:29]1[CH:34]=[CH:33][C:32]([Cl:35])=[CH:31][C:30]=1[CH2:36][O:37][C:7]1[CH:12]=[CH:11][CH:10]=[CH:9][C:8]=1[CH2:13][C:14]([O:16][C:17]([CH3:20])([CH3:19])[CH3:18])=[O:15], predict the reactants needed to synthesize it. The reactants are: BrC1C=C(C=C(C(F)(F)F)C=1)CO[C:7]1[CH:12]=[CH:11][CH:10]=[CH:9][C:8]=1[CH2:13][C:14]([O:16][C:17]([CH3:20])([CH3:19])[CH3:18])=[O:15].[Br:28][C:29]1[CH:34]=[CH:33][C:32]([Cl:35])=[CH:31][C:30]=1[CH2:36][OH:37].OC1C=CC=CC=1CC(OC(C)(C)C)=O. (3) Given the product [Si:21]([O:38][C:39]1[CH:40]=[C:41]([CH:42]([C:15]2([C:11]3[CH:10]=[C:9]([C:5]4[CH:6]=[CH:7][CH:8]=[C:3]([O:2][CH3:1])[CH:4]=4)[CH:14]=[CH:13][CH:12]=3)[S:16][CH2:17][CH2:18][CH2:19][S:20]2)[OH:43])[CH:44]=[CH:45][CH:46]=1)([C:34]([CH3:35])([CH3:36])[CH3:37])([C:28]1[CH:33]=[CH:32][CH:31]=[CH:30][CH:29]=1)[C:22]1[CH:23]=[CH:24][CH:25]=[CH:26][CH:27]=1, predict the reactants needed to synthesize it. The reactants are: [CH3:1][O:2][C:3]1[CH:4]=[C:5]([C:9]2[CH:14]=[CH:13][CH:12]=[C:11]([CH:15]3[S:20][CH2:19][CH2:18][CH2:17][S:16]3)[CH:10]=2)[CH:6]=[CH:7][CH:8]=1.[Si:21]([O:38][C:39]1[CH:40]=[C:41]([CH:44]=[CH:45][CH:46]=1)[CH:42]=[O:43])([C:34]([CH3:37])([CH3:36])[CH3:35])([C:28]1[CH:33]=[CH:32][CH:31]=[CH:30][CH:29]=1)[C:22]1[CH:27]=[CH:26][CH:25]=[CH:24][CH:23]=1. (4) Given the product [CH2:23]([N:22]([CH2:15][C:16]1[CH:21]=[CH:20][CH:19]=[CH:18][CH:17]=1)[C:1](=[O:4])[CH:2]=[CH2:3])[C:24]1[CH:29]=[CH:28][CH:27]=[CH:26][CH:25]=1, predict the reactants needed to synthesize it. The reactants are: [C:1](Cl)(=[O:4])[CH:2]=[CH2:3].C(N(C(C)C)CC)(C)C.[CH2:15]([NH:22][CH2:23][C:24]1[CH:29]=[CH:28][CH:27]=[CH:26][CH:25]=1)[C:16]1[CH:21]=[CH:20][CH:19]=[CH:18][CH:17]=1. (5) Given the product [C:1]([O:5][C:6]([N:8]1[CH2:13][CH2:12][CH2:11][C:10]2[NH:14][N:15]=[C:16]([C:17]3[CH:22]=[C:21]([Cl:23])[C:20]([OH:24])=[CH:19][C:18]=3[OH:32])[C:9]1=2)=[O:7])([CH3:4])([CH3:2])[CH3:3], predict the reactants needed to synthesize it. The reactants are: [C:1]([O:5][C:6]([N:8]1[CH2:13][CH2:12][CH2:11][C:10]2[NH:14][N:15]=[C:16]([C:17]3[CH:22]=[C:21]([Cl:23])[C:20]([O:24]CC4C=CC=CC=4)=[CH:19][C:18]=3[O:32]CC3C=CC=CC=3)[C:9]1=2)=[O:7])([CH3:4])([CH3:3])[CH3:2].C(OC(N1CCC2C(C3C=C(Cl)C(OCC4C=CC=CC=4)=CC=3OCC3C=CC=CC=3)=NNC=2C1)=O)(C)(C)C. (6) Given the product [NH:1]1[CH2:4][CH:3]([N:12]2[CH2:17][CH2:16][O:15][CH2:14][CH2:13]2)[CH2:2]1, predict the reactants needed to synthesize it. The reactants are: [N:1]12[CH2:4][CH:3]1[CH2:2]2.Br.BrC(CBr)CN.[NH:12]1[CH2:17][CH2:16][O:15][CH2:14][CH2:13]1.S(=O)(=O)(O)O.[OH-].[Ca+2].[OH-]. (7) Given the product [Cl:30][C:24]1[CH:25]=[CH:26][CH:27]=[C:28]([Cl:29])[C:23]=1[C:16]1[CH:17]=[CH:18][CH:19]=[C:20]2[C:15]=1[O:14][C@@H:13]([CH2:12][NH:32][CH3:31])[CH:22]=[CH:21]2, predict the reactants needed to synthesize it. The reactants are: CC1C=CC(S(O[CH2:12][C@H:13]2[CH:22]=[CH:21][C:20]3[C:15](=[C:16]([C:23]4[C:28]([Cl:29])=[CH:27][CH:26]=[CH:25][C:24]=4[Cl:30])[CH:17]=[CH:18][CH:19]=3)[O:14]2)(=O)=O)=CC=1.[CH3:31][NH2:32].[OH-].[Na+]. (8) Given the product [C:1]([O:20][CH2:21][CH2:22][O:23][CH2:24][CH2:25][O:26][CH2:58][CH:56]([OH:57])[CH2:55][O:54][CH2:53][CH2:52][O:51][CH2:50][CH2:49][O:48][C:29]([C:42]1[CH:47]=[CH:46][CH:45]=[CH:44][CH:43]=1)([C:36]1[CH:37]=[CH:38][CH:39]=[CH:40][CH:41]=1)[C:30]1[CH:31]=[CH:32][CH:33]=[CH:34][CH:35]=1)([C:8]1[CH:13]=[CH:12][CH:11]=[CH:10][CH:9]=1)([C:14]1[CH:15]=[CH:16][CH:17]=[CH:18][CH:19]=1)[C:2]1[CH:3]=[CH:4][CH:5]=[CH:6][CH:7]=1, predict the reactants needed to synthesize it. The reactants are: [C:1]([O:20][CH2:21][CH2:22][O:23][CH2:24][CH2:25][OH:26])([C:14]1[CH:19]=[CH:18][CH:17]=[CH:16][CH:15]=1)([C:8]1[CH:13]=[CH:12][CH:11]=[CH:10][CH:9]=1)[C:2]1[CH:7]=[CH:6][CH:5]=[CH:4][CH:3]=1.[H-].[Na+].[C:29]([O:48][CH2:49][CH2:50][O:51][CH2:52][CH2:53][O:54][CH2:55][CH:56]1[CH2:58][O:57]1)([C:42]1[CH:47]=[CH:46][CH:45]=[CH:44][CH:43]=1)([C:36]1[CH:41]=[CH:40][CH:39]=[CH:38][CH:37]=1)[C:30]1[CH:35]=[CH:34][CH:33]=[CH:32][CH:31]=1. (9) Given the product [CH3:1][O:2][C:3]([C:4]1[CH:9]=[CH:8][C:7]([CH2:10][NH:11][CH2:13][C:14]2[CH:19]=[CH:18][CH:17]=[CH:16][CH:15]=2)=[CH:6][CH:5]=1)=[O:12], predict the reactants needed to synthesize it. The reactants are: [CH3:1][O:2][C:3](=[O:12])[C:4]1[CH:9]=[CH:8][C:7]([CH2:10][NH2:11])=[CH:6][CH:5]=1.[CH:13](=O)[C:14]1[CH:19]=[CH:18][CH:17]=[CH:16][CH:15]=1.[BH4-].[Na+].